This data is from Reaction yield outcomes from USPTO patents with 853,638 reactions. The task is: Predict the reaction yield, written as a fraction of the theoretical maximum amount of product (1.0 means a 100% yield; for example, 0.34 means a 34% yield). The reactants are [Cl-].O[NH3+:3].[C:4](=[O:7])([O-])[OH:5].[Na+].CS(C)=O.[N:13]1([CH2:22][N:23]2[C:28](=[O:29])[C:27]([CH2:30][C:31]3[CH:36]=[CH:35][C:34]([C:37]4[C:38]([C:43]#[N:44])=[CH:39][CH:40]=[CH:41][CH:42]=4)=[CH:33][CH:32]=3)=[C:26]([CH2:45][CH2:46][CH2:47][CH3:48])[N:25]=[C:24]2[CH3:49])[C:17]2[CH:18]=[CH:19][CH:20]=[CH:21][C:16]=2[N:15]=[N:14]1. The catalyst is C(OCC)(=O)C. The product is [N:13]1([CH2:22][N:23]2[C:28](=[O:29])[C:27]([CH2:30][C:31]3[CH:36]=[CH:35][C:34]([C:37]4[CH:42]=[CH:41][CH:40]=[CH:39][C:38]=4[C:43]4[NH:3][C:4](=[O:7])[O:5][N:44]=4)=[CH:33][CH:32]=3)=[C:26]([CH2:45][CH2:46][CH2:47][CH3:48])[N:25]=[C:24]2[CH3:49])[C:17]2[CH:18]=[CH:19][CH:20]=[CH:21][C:16]=2[N:15]=[N:14]1. The yield is 0.560.